Dataset: Forward reaction prediction with 1.9M reactions from USPTO patents (1976-2016). Task: Predict the product of the given reaction. (1) Given the reactants [F:1][C@H:2]1[C@H:6]([OH:7])[CH2:5][N:4]([C:8]([O:10][CH2:11][C:12]2[CH:17]=[CH:16][CH:15]=[CH:14][CH:13]=2)=[O:9])[CH2:3]1.[H-].[Na+].[CH3:20]I.[NH4+].[Cl-], predict the reaction product. The product is: [F:1][C@H:2]1[C@H:6]([O:7][CH3:20])[CH2:5][N:4]([C:8]([O:10][CH2:11][C:12]2[CH:17]=[CH:16][CH:15]=[CH:14][CH:13]=2)=[O:9])[CH2:3]1. (2) Given the reactants Cl[C:2]1[C:11]2[C:6](=[CH:7][C:8]([O:12][CH3:13])=[CH:9][CH:10]=2)[CH:5]=[C:4]([NH:14][C:15]2[CH:19]=[C:18]([CH3:20])[NH:17][N:16]=2)[N:3]=1.[N:21]1[CH:26]=[CH:25][CH:24]=[C:23](B(O)O)[CH:22]=1, predict the reaction product. The product is: [CH3:20][C:18]1[NH:17][N:16]=[C:15]([NH:14][C:4]2[N:3]=[C:2]([C:23]3[CH:22]=[N:21][CH:26]=[CH:25][CH:24]=3)[C:11]3[C:6]([CH:5]=2)=[CH:7][C:8]([O:12][CH3:13])=[CH:9][CH:10]=3)[CH:19]=1.